From a dataset of Reaction yield outcomes from USPTO patents with 853,638 reactions. Predict the reaction yield, written as a fraction of the theoretical maximum amount of product (1.0 means a 100% yield; for example, 0.34 means a 34% yield). (1) The yield is 0.287. The reactants are [F:1][C:2]1[C:16]([C:17]#[N:18])=[CH:15][C:5]2[N:6]([CH:9]3[CH2:14][CH2:13][CH2:12][CH2:11][O:10]3)[CH:7]=[N:8][C:4]=2[CH:3]=1. The catalyst is [Ni].N.CO. The product is [F:1][C:2]1[C:16]([CH2:17][NH2:18])=[CH:15][C:5]2[N:6]([CH:9]3[CH2:14][CH2:13][CH2:12][CH2:11][O:10]3)[CH:7]=[N:8][C:4]=2[CH:3]=1. (2) The reactants are [NH2:1][C:2]1[C:10]2[C:5](=[N:6][C:7]([CH:31]([CH3:33])[CH3:32])=[CH:8][C:9]=2[C:11]2[CH:16]=[CH:15][C:14]([NH:17][C:18]([NH:20][C:21]3[CH:26]=[CH:25][CH:24]=[C:23]([C:27]([F:30])([F:29])[F:28])[CH:22]=3)=[O:19])=[CH:13][CH:12]=2)[NH:4][N:3]=1.[H-].[Na+].Cl.Cl[CH2:38][CH2:39][N:40]1[CH2:45][CH2:44][O:43][CH2:42][CH2:41]1.C(N(CC)CC)C. The catalyst is CN(C=O)C. The product is [NH2:1][C:2]1[C:10]2[C:5](=[N:6][C:7]([CH:31]([CH3:33])[CH3:32])=[CH:8][C:9]=2[C:11]2[CH:12]=[CH:13][C:14]([NH:17][C:18]([NH:20][C:21]3[CH:26]=[CH:25][CH:24]=[C:23]([C:27]([F:30])([F:28])[F:29])[CH:22]=3)=[O:19])=[CH:15][CH:16]=2)[N:4]([CH2:38][CH2:39][N:40]2[CH2:45][CH2:44][O:43][CH2:42][CH2:41]2)[N:3]=1. The yield is 0.100.